Dataset: Catalyst prediction with 721,799 reactions and 888 catalyst types from USPTO. Task: Predict which catalyst facilitates the given reaction. (1) Reactant: C([O:9][CH2:10][C@@H:11]1[C@@H:15]([F:16])[C@:14]([O:18]C(=O)C2C=CC=CC=2)([CH3:17])[C@H:13]([N:27]2[CH:35]=[N:34][C:33]3[C:28]2=[N:29][C:30]([NH2:37])=[N:31][C:32]=3Cl)[O:12]1)(=O)C1C=CC=CC=1.[NH:38]1[CH2:41][CH2:40][CH2:39]1.CCN(CC)CC.C[O-].[Na+]. Product: [NH2:37][C:30]1[N:29]=[C:28]2[C:33]([N:34]=[CH:35][N:27]2[C@H:13]2[C@:14]([CH3:17])([OH:18])[C@H:15]([F:16])[C@@H:11]([CH2:10][OH:9])[O:12]2)=[C:32]([N:38]2[CH2:41][CH2:40][CH2:39]2)[N:31]=1. The catalyst class is: 14. (2) The catalyst class is: 4. Product: [CH2:1]([O:3][C:4]1[CH:16]=[CH:15][C:7]([N:8]([CH2:34][CH:33]([CH2:31][CH3:32])[CH2:36][CH2:37][CH2:38][CH3:39])[CH:9]([CH2:11][CH:12]([CH3:14])[CH3:13])[CH3:10])=[CH:6][CH:5]=1)[CH3:2]. Reactant: [CH2:1]([O:3][C:4]1[CH:16]=[CH:15][C:7]([NH:8][CH:9]([CH2:11][CH:12]([CH3:14])[CH3:13])[CH3:10])=[CH:6][CH:5]=1)[CH3:2].C(O[BH-](OC(=O)C)OC(=O)C)(=O)C.[Na+].[CH2:31]([CH:33]([CH2:36][CH2:37][CH2:38][CH3:39])[CH:34]=O)[CH3:32].C([O-])(O)=O.[Na+].